This data is from Full USPTO retrosynthesis dataset with 1.9M reactions from patents (1976-2016). The task is: Predict the reactants needed to synthesize the given product. (1) Given the product [Br:1][C:2]1[C:3]([CH3:11])=[C:4]([C:5]([N:18]2[CH2:22][CH2:21][CH2:20][CH2:19]2)=[O:7])[CH:8]=[CH:9][CH:10]=1, predict the reactants needed to synthesize it. The reactants are: [Br:1][C:2]1[C:3]([CH3:11])=[C:4]([CH:8]=[CH:9][CH:10]=1)[C:5]([OH:7])=O.C(Cl)(=O)C(Cl)=O.[NH:18]1[CH2:22][CH2:21][CH2:20][CH2:19]1.CCN(CC)CC. (2) The reactants are: [NH2:1][C@:2]1([CH2:7][NH:8][C:9]2[C:10]([CH3:15])=[N:11][CH:12]=[CH:13][CH:14]=2)[CH2:6][CH2:5][NH:4][CH2:3]1.CC[N:18]([CH:22]([CH3:24])C)[CH:19]([CH3:21])C. Given the product [NH2:1][C@:2]1([CH2:7][NH:8][C:9]2[C:10]([CH3:15])=[N:11][CH:12]=[CH:13][CH:14]=2)[CH2:6][CH2:5][N:4]([C:5]2[CH:6]=[CH:2][N:1]=[C:22]3[NH:18][CH:19]=[CH:21][C:24]=23)[CH2:3]1, predict the reactants needed to synthesize it. (3) Given the product [CH2:1]([O:3][CH2:4][CH2:5][CH2:6][CH2:7][CH2:8][CH2:9][N:10]1[CH2:15][CH2:14][C:13](=[N:18][OH:19])[CH2:12][CH2:11]1)[CH3:2], predict the reactants needed to synthesize it. The reactants are: [CH2:1]([O:3][CH2:4][CH2:5][CH2:6][CH2:7][CH2:8][CH2:9][N:10]1[CH2:15][CH2:14][C:13](=O)[CH2:12][CH2:11]1)[CH3:2].Cl.[NH2:18][OH:19]. (4) The reactants are: [NH2:1][C:2]1[CH:30]=[CH:29][C:5]([CH2:6][C:7]2[NH:15][C:14]3[C:13](=[O:16])[N:12]([CH2:17][C:18]4[CH:23]=[CH:22][CH:21]=[CH:20][CH:19]=4)[C:11](=[O:24])[N:10]([CH2:25][CH2:26][CH2:27][CH3:28])[C:9]=3[N:8]=2)=[CH:4][CH:3]=1.CC1(C)OC(=O)[C:35]2([CH2:37][CH2:36]2)[C:34](=O)[O:33]1.[Cl-].[NH4+]. Given the product [CH2:17]([N:12]1[C:13](=[O:16])[C:14]2[NH:15][C:7]([CH2:6][C:5]3[CH:4]=[CH:3][C:2]([N:1]4[CH2:37][CH2:36][CH2:35][C:34]4=[O:33])=[CH:30][CH:29]=3)=[N:8][C:9]=2[N:10]([CH2:25][CH2:26][CH2:27][CH3:28])[C:11]1=[O:24])[C:18]1[CH:23]=[CH:22][CH:21]=[CH:20][CH:19]=1, predict the reactants needed to synthesize it. (5) The reactants are: [O:1]=[C:2]1[CH2:9][CH2:8][NH:7][C:6]2[N:10]=[CH:11][C:12](/[CH:14]=[CH:15]/[C:16]([O:18]C(C)(C)C)=[O:17])=[CH:13][C:5]=2[CH2:4][NH:3]1.FC(F)(F)C(O)=O.C(Cl)[Cl:31]. Given the product [ClH:31].[O:1]=[C:2]1[CH2:9][CH2:8][NH:7][C:6]2[N:10]=[CH:11][C:12](/[CH:14]=[CH:15]/[C:16]([OH:18])=[O:17])=[CH:13][C:5]=2[CH2:4][NH:3]1, predict the reactants needed to synthesize it. (6) Given the product [C:42]([O:41][C:39]([N:36]1[CH2:37][CH2:38][CH:33]([C:5]2[CH:6]=[CH:7][C:8]([NH:9][C:10]3[N:15]=[C:14]([CH2:16][CH2:17][C:18]4[CH:23]=[CH:22][CH:21]=[CH:20][C:19]=4[CH2:24][C:25]([O-:27])=[O:26])[C:13]([C:29]([F:32])([F:31])[F:30])=[CH:12][N:11]=3)=[C:3]([O:2][CH3:1])[CH:4]=2)[CH2:34][CH2:35]1)=[O:40])([CH3:45])([CH3:44])[CH3:43].[Li+:47], predict the reactants needed to synthesize it. The reactants are: [CH3:1][O:2][C:3]1[CH:4]=[C:5]([CH:33]2[CH2:38][CH2:37][N:36]([C:39]([O:41][C:42]([CH3:45])([CH3:44])[CH3:43])=[O:40])[CH2:35][CH2:34]2)[CH:6]=[CH:7][C:8]=1[NH:9][C:10]1[N:15]=[C:14]([CH2:16][CH2:17][C:18]2[CH:23]=[CH:22][CH:21]=[CH:20][C:19]=2[CH2:24][C:25]([O:27]C)=[O:26])[C:13]([C:29]([F:32])([F:31])[F:30])=[CH:12][N:11]=1.O[Li:47].O.